From a dataset of Peptide-MHC class II binding affinity with 134,281 pairs from IEDB. Regression. Given a peptide amino acid sequence and an MHC pseudo amino acid sequence, predict their binding affinity value. This is MHC class II binding data. (1) The peptide sequence is IKSDKPLKGPFNFRF. The MHC is DRB1_0701 with pseudo-sequence DRB1_0701. The binding affinity (normalized) is 0.352. (2) The peptide sequence is GELQIVDKIDAAGKI. The MHC is DRB1_0401 with pseudo-sequence DRB1_0401. The binding affinity (normalized) is 0.597. (3) The peptide sequence is MPVDPDNEAYEMPSE. The MHC is HLA-DPA10301-DPB10402 with pseudo-sequence HLA-DPA10301-DPB10402. The binding affinity (normalized) is 0.0295. (4) The peptide sequence is AWVDSGAQLGELYYA. The MHC is DRB1_0401 with pseudo-sequence DRB1_0401. The binding affinity (normalized) is 0.0563. (5) The peptide sequence is PCRAGFETNVSHNVQ. The MHC is DRB1_1101 with pseudo-sequence DRB1_1101. The binding affinity (normalized) is 0.197. (6) The binding affinity (normalized) is 0.678. The MHC is H-2-IAd with pseudo-sequence H-2-IAd. The peptide sequence is PALVSQNAVQTSVLT. (7) The peptide sequence is ALSVLVGLTAATVAI. The MHC is HLA-DPA10201-DPB10501 with pseudo-sequence HLA-DPA10201-DPB10501. The binding affinity (normalized) is 0.139.